This data is from Forward reaction prediction with 1.9M reactions from USPTO patents (1976-2016). The task is: Predict the product of the given reaction. (1) Given the reactants [C:1]([C:3]1[C:12](=[O:13])[C:11]2[CH2:10][N:9]([C:14]([O:16][CH2:17][C:18]3[CH:23]=[CH:22][CH:21]=[CH:20][CH:19]=3)=[O:15])[CH2:8][CH2:7][C:6]=2[NH:5][CH:4]=1)#[N:2].C([O-])([O-])=O.[K+].[K+].Br[CH2:31][C:32]1[CH:37]=[CH:36][C:35]([C:38]([F:41])([F:40])[F:39])=[CH:34][C:33]=1[F:42], predict the reaction product. The product is: [C:1]([C:3]1[C:12](=[O:13])[C:11]2[CH2:10][N:9]([C:14]([O:16][CH2:17][C:18]3[CH:23]=[CH:22][CH:21]=[CH:20][CH:19]=3)=[O:15])[CH2:8][CH2:7][C:6]=2[N:5]([CH2:31][C:32]2[CH:37]=[CH:36][C:35]([C:38]([F:39])([F:41])[F:40])=[CH:34][C:33]=2[F:42])[CH:4]=1)#[N:2]. (2) Given the reactants [CH3:1][O:2][C:3]1[N:8]=[C:7]([N:9]2[C:18](=[O:19])[C:17]3[C:12](=[CH:13][C:14]([C:20]([OH:22])=O)=[CH:15][CH:16]=3)[NH:11][C:10]2=[S:23])[CH:6]=[C:5]([O:24][CH3:25])[N:4]=1.[Cl:26][C:27]1[CH:34]=[CH:33][C:30]([CH2:31][NH2:32])=[CH:29][CH:28]=1.CCN(C(C)C)C(C)C.CN(C(ON1N=NC2C=CC=NC1=2)=[N+](C)C)C.F[P-](F)(F)(F)(F)F, predict the reaction product. The product is: [Cl:26][C:27]1[CH:34]=[CH:33][C:30]([CH2:31][NH:32][C:20]([C:14]2[CH:13]=[C:12]3[C:17]([C:18](=[O:19])[N:9]([C:7]4[CH:6]=[C:5]([O:24][CH3:25])[N:4]=[C:3]([O:2][CH3:1])[N:8]=4)[C:10](=[S:23])[NH:11]3)=[CH:16][CH:15]=2)=[O:22])=[CH:29][CH:28]=1.